Task: Predict the reaction yield, written as a fraction of the theoretical maximum amount of product (1.0 means a 100% yield; for example, 0.34 means a 34% yield).. Dataset: Reaction yield outcomes from USPTO patents with 853,638 reactions (1) The reactants are [C:1]1([C:7]2[CH:11]=[C:10]([NH2:12])[O:9][N:8]=2)[CH:6]=[CH:5][CH:4]=[CH:3][CH:2]=1.N1C=CC=CC=1.Cl[C:20]([O:22][CH2:23][C:24]([Cl:27])([Cl:26])[Cl:25])=[O:21]. The catalyst is O1CCCC1. The product is [C:1]1([C:7]2[CH:11]=[C:10]([NH:12][C:20](=[O:21])[O:22][CH2:23][C:24]([Cl:27])([Cl:26])[Cl:25])[O:9][N:8]=2)[CH:2]=[CH:3][CH:4]=[CH:5][CH:6]=1. The yield is 0.853. (2) The reactants are Br[CH2:2][C:3]#[N:4].C(N(CC)C(C)C)(C)C.[C:14]([O:18][C:19]([NH:21][C@@H:22]([CH2:26][CH2:27][CH2:28][CH2:29][NH:30][S:31][C:32]1[C:37]([N+:38]([O-:40])=[O:39])=[CH:36][CH:35]=[CH:34][N:33]=1)[C:23]([OH:25])=[O:24])=[O:20])([CH3:17])([CH3:16])[CH3:15]. The catalyst is C(#N)C. The product is [C:14]([O:18][C:19]([NH:21][C@@H:22]([CH2:26][CH2:27][CH2:28][CH2:29][NH:30][S:31][C:32]1[C:37]([N+:38]([O-:40])=[O:39])=[CH:36][CH:35]=[CH:34][N:33]=1)[C:23]([O:25][CH2:2][C:3]#[N:4])=[O:24])=[O:20])([CH3:17])([CH3:15])[CH3:16]. The yield is 0.920. (3) The reactants are [OH:1][C:2]1[CH:9]=[CH:8][C:5]([CH:6]=O)=[CH:4][C:3]=1[CH3:10].[C:11]([O:15][C:16]([CH3:19])([CH3:18])[CH3:17])(=[O:14])[NH:12][NH2:13]. The catalyst is C1COCC1. The product is [C:16]([O:15][C:11]([NH:12][N:13]=[CH:6][C:5]1[CH:8]=[CH:9][C:2]([OH:1])=[C:3]([CH3:10])[CH:4]=1)=[O:14])([CH3:19])([CH3:18])[CH3:17]. The yield is 0.950. (4) The reactants are [C:1]([O:5][C:6]([N:8]1[CH2:13][CH2:12][O:11][C:10]2[CH:14]=[CH:15][CH:16]=[N:17][C:9]1=2)=[O:7])([CH3:4])([CH3:3])[CH3:2].[Br:18]Br. The catalyst is CO. The product is [C:1]([O:5][C:6]([N:8]1[CH2:13][CH2:12][O:11][C:10]2[CH:14]=[C:15]([Br:18])[CH:16]=[N:17][C:9]1=2)=[O:7])([CH3:4])([CH3:2])[CH3:3]. The yield is 0.480. (5) The reactants are [OH-].[Na+].[CH2:3]([O:10][CH2:11][CH2:12][CH2:13][O:14][C:15]1[C:16]([B:23]2[O:27][C:26]([CH3:29])(C)C(C)(C)[O:24]2)=[C:17]([CH:20]=[CH:21][CH:22]=1)C=O)[C:4]1[CH:9]=[CH:8][CH:7]=[CH:6][CH:5]=1.[N+:32](C)([O-:34])=[O:33]. The catalyst is O.C1COCC1. The product is [CH2:3]([O:10][CH2:11][CH2:12][CH2:13][O:14][C:15]1[C:16]2[B:23]([OH:24])[O:27][CH:26]([CH2:29][N+:32]([O-:34])=[O:33])[C:17]=2[CH:20]=[CH:21][CH:22]=1)[C:4]1[CH:5]=[CH:6][CH:7]=[CH:8][CH:9]=1. The yield is 0.550. (6) The reactants are [Br:1][C:2]1[CH:7]=[CH:6][C:5]([C:8]2([C:13]#[N:14])[CH2:10][CH:9]2[CH2:11][OH:12])=[CH:4][CH:3]=1.B(F)(F)F.CCOCC. The catalyst is C1COCC1. The product is [NH2:14][CH2:13][C:8]1([C:5]2[CH:6]=[CH:7][C:2]([Br:1])=[CH:3][CH:4]=2)[CH2:10][CH:9]1[CH2:11][OH:12]. The yield is 0.730. (7) The reactants are [C:1]1([CH:7]([NH2:15])[CH2:8][C:9]2[CH:14]=[CH:13][CH:12]=[CH:11][CH:10]=2)[CH:6]=[CH:5][CH:4]=[CH:3][CH:2]=1.Cl[CH2:17][CH2:18][N:19]=[C:20]=[S:21]. The catalyst is ClCCl. The product is [C:1]1([CH:7]([NH:15][C:20]2[S:21][CH2:17][CH2:18][N:19]=2)[CH2:8][C:9]2[CH:10]=[CH:11][CH:12]=[CH:13][CH:14]=2)[CH:6]=[CH:5][CH:4]=[CH:3][CH:2]=1. The yield is 0.290. (8) The reactants are [CH2:1]1[C:3]2([CH2:7][CH:6](CS([O-])(=O)=O)[CH2:5][O:4]2)[CH2:2]1.[NH2:13]CCCO.[CH2:18]1C[O:21][CH2:20][CH2:19]1. No catalyst specified. The product is [CH2:2]1[C:3]2([CH2:7][CH:6]([NH:13][CH:20]([OH:21])[CH2:19][CH3:18])[CH2:5][O:4]2)[CH2:1]1. The yield is 0.930.